This data is from Full USPTO retrosynthesis dataset with 1.9M reactions from patents (1976-2016). The task is: Predict the reactants needed to synthesize the given product. (1) Given the product [CH3:1][C:2]1[N:6]([CH:7]([CH3:9])[CH3:8])[C:5]([C:10]2[CH:15]=[CH:14][N:13]=[C:12]([NH:16][CH:17]3[CH2:18][CH2:19][N:20]([S:23]([NH2:26])(=[O:25])=[O:24])[CH2:21][CH2:22]3)[N:11]=2)=[CH:4][N:3]=1, predict the reactants needed to synthesize it. The reactants are: [CH3:1][C:2]1[N:6]([CH:7]([CH3:9])[CH3:8])[C:5]([C:10]2[CH:15]=[CH:14][N:13]=[C:12]([NH:16][CH:17]3[CH2:22][CH2:21][NH:20][CH2:19][CH2:18]3)[N:11]=2)=[CH:4][N:3]=1.[S:23](N)([NH2:26])(=[O:25])=[O:24]. (2) Given the product [Cl:9][C:6]1[C:7]([NH2:8])=[C:2]([C:20]#[CH:21])[N:3]=[C:4]([C:10]2[CH:15]=[CH:14][CH:13]=[CH:12][CH:11]=2)[N:5]=1, predict the reactants needed to synthesize it. The reactants are: Cl[C:2]1[C:7]([NH2:8])=[C:6]([Cl:9])[N:5]=[C:4]([C:10]2[CH:15]=[CH:14][CH:13]=[CH:12][CH:11]=2)[N:3]=1.[Si]([C:20]#[CH:21])(C)(C)C. (3) Given the product [Cl:23][C:24]1[CH:42]=[CH:41][C:27]([O:28][C:29]2[C:30](=[O:31])[NH:8][C:7]([CH:10]3[CH2:15][CH2:14][N:13]([C:16]([O:18][C:19]([CH3:22])([CH3:21])[CH3:20])=[O:17])[CH2:12][CH2:11]3)=[N:9][C:35]=2[C:36]([F:37])([F:39])[F:38])=[CH:26][C:25]=1[C:43]([F:44])([F:45])[F:46], predict the reactants needed to synthesize it. The reactants are: C(=O)([O-])[O-].[K+].[K+].[C:7]([CH:10]1[CH2:15][CH2:14][N:13]([C:16]([O:18][C:19]([CH3:22])([CH3:21])[CH3:20])=[O:17])[CH2:12][CH2:11]1)(=[NH:9])[NH2:8].[Cl:23][C:24]1[CH:42]=[CH:41][C:27]([O:28][CH:29]([C:35](=O)[C:36]([F:39])([F:38])[F:37])[C:30](OCC)=[O:31])=[CH:26][C:25]=1[C:43]([F:46])([F:45])[F:44]. (4) Given the product [C:1]([Cl:26])(=[O:22])[CH2:2][CH2:3][CH2:4][CH:5]=[CH:6][CH2:7][CH:8]=[CH:9][CH2:10][CH:11]=[CH:12][CH2:13][CH:14]=[CH:15][CH2:16][CH:17]=[CH:18][CH2:19][CH3:20], predict the reactants needed to synthesize it. The reactants are: [C:1]([OH:22])(=O)[CH2:2][CH2:3][CH2:4][CH:5]=[CH:6][CH2:7][CH:8]=[CH:9][CH2:10][CH:11]=[CH:12][CH2:13][CH:14]=[CH:15][CH2:16][CH:17]=[CH:18][CH2:19][CH3:20].C(Cl)(=O)C([Cl:26])=O.